From a dataset of Cav3 T-type calcium channel HTS with 100,875 compounds. Binary Classification. Given a drug SMILES string, predict its activity (active/inactive) in a high-throughput screening assay against a specified biological target. The drug is S(=O)(=O)(N1CCOCC1)c1ccc(cc1)C(=O)NCc1cc2c([nH]c(c2)C)cc1. The result is 0 (inactive).